This data is from Full USPTO retrosynthesis dataset with 1.9M reactions from patents (1976-2016). The task is: Predict the reactants needed to synthesize the given product. (1) Given the product [CH3:16][O:15][C:5]1[CH:4]=[C:3]([CH:8]=[CH:7][C:6]=1[O:9][CH2:10][C:11]#[C:12][CH2:13][CH3:14])[CH2:2][O:17][N:18]1[C:22](=[O:23])[C:21]2[C:20](=[CH:27][CH:26]=[CH:25][CH:24]=2)[C:19]1=[O:28], predict the reactants needed to synthesize it. The reactants are: Cl[CH2:2][C:3]1[CH:8]=[CH:7][C:6]([O:9][CH2:10][C:11]#[C:12][CH2:13][CH3:14])=[C:5]([O:15][CH3:16])[CH:4]=1.[OH:17][N:18]1[C:22](=[O:23])[C:21]2=[CH:24][CH:25]=[CH:26][CH:27]=[C:20]2[C:19]1=[O:28].[OH-].[K+]. (2) Given the product [C:14]([O:18][C:19]([N:21]1[C:29]2[CH:28]=[C:27]([C:2](=[CH2:1])[CH2:6][CH3:7])[N:26]=[CH:25][C:24]=2[C:23]([CH3:32])([CH3:31])[CH2:22]1)=[O:20])([CH3:17])([CH3:16])[CH3:15], predict the reactants needed to synthesize it. The reactants are: [CH3:1][C:2]1(C)[C:6](C)([CH3:7])OB(C(=C)CC)O1.[C:14]([O:18][C:19]([N:21]1[C:29]2[CH:28]=[C:27](Cl)[N:26]=[CH:25][C:24]=2[C:23]([CH3:32])([CH3:31])[CH2:22]1)=[O:20])([CH3:17])([CH3:16])[CH3:15].C(=O)([O-])[O-].[K+].[K+].C([O-])(O)=O.[Na+].